This data is from Full USPTO retrosynthesis dataset with 1.9M reactions from patents (1976-2016). The task is: Predict the reactants needed to synthesize the given product. (1) Given the product [Br:20][C:5]1[C:6]([NH:9][C@@H:10]2[C@@H:15]3[CH2:16][C@@H:12]([CH:13]=[CH:14]3)[C@@H:11]2[C:17]([NH2:19])=[O:18])=[C:7]2[N:8]=[C:26]([C:25]3[CH:28]=[CH:29][C:22]([Cl:21])=[CH:23][CH:24]=3)[NH:1][C:2]2=[N:3][CH:4]=1, predict the reactants needed to synthesize it. The reactants are: [NH2:1][C:2]1[C:7]([NH2:8])=[C:6]([NH:9][C@@H:10]2[C@@H:15]3[CH2:16][C@@H:12]([CH:13]=[CH:14]3)[C@@H:11]2[C:17]([NH2:19])=[O:18])[C:5]([Br:20])=[CH:4][N:3]=1.[Cl:21][C:22]1[CH:29]=[CH:28][C:25]([CH:26]=O)=[CH:24][CH:23]=1.C([O-])(=O)C.[NH4+]. (2) Given the product [N:16]1[CH:17]=[CH:18][CH:19]=[CH:20][C:15]=1[CH2:14][NH:13][CH2:9][C:3]1[CH:2]=[CH:1][C:6]([CH2:7][OH:8])=[CH:5][CH:4]=1, predict the reactants needed to synthesize it. The reactants are: [CH:1]1[C:6]([CH:7]=[O:8])=[CH:5][CH:4]=[C:3]([CH:9]=O)[CH:2]=1.[H][H].[NH2:13][CH2:14][C:15]1[CH:20]=[CH:19][CH:18]=[CH:17][N:16]=1.